This data is from Forward reaction prediction with 1.9M reactions from USPTO patents (1976-2016). The task is: Predict the product of the given reaction. Given the reactants [CH3:1][O:2][C:3](=[O:16])[CH2:4][C:5]1[CH:6]=[N:7][C:8]([CH2:14][CH3:15])=[C:9]([CH2:11][C:12]#[N:13])[CH:10]=1.Cl.N[C:19]1[C:24]([F:25])=[C:23]([F:26])[CH:22]=[C:21]([F:27])[C:20]=1[SH:28], predict the reaction product. The product is: [CH3:1][O:2][C:3](=[O:16])[CH2:4][C:5]1[CH:6]=[N:7][C:8]([CH2:14][CH3:15])=[C:9]([CH2:11][C:12]2[S:28][C:20]3[C:21]([F:27])=[CH:22][C:23]([F:26])=[C:24]([F:25])[C:19]=3[N:13]=2)[CH:10]=1.